This data is from Catalyst prediction with 721,799 reactions and 888 catalyst types from USPTO. The task is: Predict which catalyst facilitates the given reaction. (1) Reactant: C([O-])([O-])=O.[K+].[K+].[Br:7][CH2:8][CH2:9]Br.[OH:11][C:12]1[CH:19]=[CH:18][C:15]([CH:16]=[O:17])=[CH:14][CH:13]=1. Product: [Br:7][CH2:8][CH2:9][O:11][C:12]1[CH:19]=[CH:18][C:15]([CH:16]=[O:17])=[CH:14][CH:13]=1. The catalyst class is: 3. (2) Product: [Cl:1][C:2]1[CH:3]=[C:4]([CH:8]=[CH:9][C:10]=1[F:11])[C:5]([N:19]1[CH2:22][CH2:21][CH2:20]1)=[O:7]. The catalyst class is: 59. Reactant: [Cl:1][C:2]1[CH:3]=[C:4]([CH:8]=[CH:9][C:10]=1[F:11])[C:5]([OH:7])=O.C(Cl)(=O)C(Cl)=O.Cl.[NH:19]1[CH2:22][CH2:21][CH2:20]1.C(N(CC)CC)C.